Dataset: hERG potassium channel inhibition data for cardiac toxicity prediction from Karim et al.. Task: Regression/Classification. Given a drug SMILES string, predict its toxicity properties. Task type varies by dataset: regression for continuous values (e.g., LD50, hERG inhibition percentage) or binary classification for toxic/non-toxic outcomes (e.g., AMES mutagenicity, cardiotoxicity, hepatotoxicity). Dataset: herg_karim. (1) The compound is COc1ccc2ncc(=O)n(CCN3CC[C@H](NCc4ccc5c(n4)NC(=O)CO5)[C@@H](F)C3)c2c1. The result is 0 (non-blocker). (2) The molecule is COc1cc2c(cc1OC)[C@@H]1Cc3ccc(OC)c(OC)c3CN1CC2. The result is 0 (non-blocker). (3) The result is 1 (blocker). The compound is Cn1c(SCCCN2CC3CCN(c4ccc(F)cc4)C3C2)nnc1C1CCOCC1. (4) The molecule is O=C1Nc2ccccc2C1CCCN1CCC(n2c(=O)[nH]c3cc(Cl)ccc32)CC1. The result is 1 (blocker). (5) The compound is NC(=O)Nc1ccc(-c2nc(NCc3ccccn3)c3c(-c4ccccc4)cccc3n2)cn1. The result is 1 (blocker). (6) The compound is Cc1[nH]nc2c1c(=O)n(CCCN)c1cc(C3CCCCC3)c(C3CCCCC3)cc21. The result is 1 (blocker).